This data is from Full USPTO retrosynthesis dataset with 1.9M reactions from patents (1976-2016). The task is: Predict the reactants needed to synthesize the given product. (1) Given the product [CH3:1][O:2][C:3]([C:4]1[CH:9]=[C:8]2[C:7](=[C:6]([F:14])[C:5]=1[NH:15][C:16]1[CH:21]=[CH:20][C:19]([Br:22])=[CH:18][C:17]=1[Cl:23])[N:31]=[CH:29][N:30]=[C:10]2[CH3:11])=[O:24], predict the reactants needed to synthesize it. The reactants are: [CH3:1][O:2][C:3](=[O:24])[C:4]1[CH:9]=[C:8]([C:10](=O)[CH3:11])[C:7](F)=[C:6]([F:14])[C:5]=1[NH:15][C:16]1[CH:21]=[CH:20][C:19]([Br:22])=[CH:18][C:17]=1[Cl:23].C(O)(=O)C.[CH:29]([NH2:31])=[NH:30]. (2) Given the product [C:11]([O:15][C:16]([N:18]1[CH2:23][CH2:22][CH:21]([CH:24]=[O:25])[CH2:20][CH2:19]1)=[O:17])([CH3:14])([CH3:13])[CH3:12], predict the reactants needed to synthesize it. The reactants are: C(Cl)(=O)C(Cl)=O.CS(C)=O.[C:11]([O:15][C:16]([N:18]1[CH2:23][CH2:22][CH:21]([CH2:24][OH:25])[CH2:20][CH2:19]1)=[O:17])([CH3:14])([CH3:13])[CH3:12].C(N(CC)CC)C. (3) Given the product [NH2:39][CH:34]1[CH2:36][CH:35]1[NH:40][C:17]([C:13]1[N:8]2[CH:9]=[C:10]([CH3:12])[CH:11]=[C:6]([O:5][CH2:4][C:3]3[C:20]([F:24])=[CH:21][CH:22]=[CH:23][C:2]=3[F:1])[C:7]2=[N:15][C:14]=1[CH3:16])=[O:19], predict the reactants needed to synthesize it. The reactants are: [F:1][C:2]1[CH:23]=[CH:22][CH:21]=[C:20]([F:24])[C:3]=1[CH2:4][O:5][C:6]1[C:7]2[N:8]([C:13]([C:17]([OH:19])=O)=[C:14]([CH3:16])[N:15]=2)[CH:9]=[C:10]([CH3:12])[CH:11]=1.CN(C(ON1N=[N:40][C:35]2[CH:36]=CC=[N:39][C:34]1=2)=[N+](C)C)C.F[P-](F)(F)(F)(F)F.C(N(CC)C(C)C)(C)C.Cl.C1(N)CC1N.C(O)(C(F)(F)F)=O. (4) Given the product [N+:26]([C:29]1[CH:30]=[C:31]([C@H:35]([NH:37][C:2]2[C:11]3[C:6](=[C:7]([C:12]([O:14][CH3:15])=[O:13])[CH:8]=[CH:9][CH:10]=3)[N:5]=[CH:4][N:3]=2)[CH3:36])[CH:32]=[CH:33][CH:34]=1)([O-:28])=[O:27], predict the reactants needed to synthesize it. The reactants are: Cl[C:2]1[C:11]2[C:6](=[C:7]([C:12]([O:14][CH3:15])=[O:13])[CH:8]=[CH:9][CH:10]=2)[N:5]=[CH:4][N:3]=1.C(N(CC)C(C)C)(C)C.Cl.[N+:26]([C:29]1[CH:30]=[C:31]([C@H:35]([NH2:37])[CH3:36])[CH:32]=[CH:33][CH:34]=1)([O-:28])=[O:27].O. (5) Given the product [C:1]([NH:18][CH2:19][CH2:20][C:21]([OH:23])=[O:22])([O:3][CH2:4][CH:5]1[C:6]2[C:11](=[CH:10][CH:9]=[CH:8][CH:7]=2)[C:12]2[C:17]1=[CH:16][CH:15]=[CH:14][CH:13]=2)=[O:2], predict the reactants needed to synthesize it. The reactants are: [C:1]([NH:18][CH2:19][C:20](F)(F)[C:21]([OH:23])=[O:22])([O:3][CH2:4][CH:5]1[C:17]2[C:12](=[CH:13][CH:14]=[CH:15][CH:16]=2)[C:11]2[C:6]1=[CH:7][CH:8]=[CH:9][CH:10]=2)=[O:2].C1CN([P+](Br)(N2CCCC2)N2CCCC2)CC1.F[P-](F)(F)(F)(F)F. (6) Given the product [F:9][C:10]1[CH:11]=[CH:12][C:13]([C:24]([F:27])([F:25])[F:26])=[C:14]([C:16]2[CH:21]=[CH:20][N:19]=[C:18]([C:22](=[N:7][OH:8])[NH2:23])[CH:17]=2)[CH:15]=1, predict the reactants needed to synthesize it. The reactants are: C(=O)([O-])O.[Na+].Cl.[NH2:7][OH:8].[F:9][C:10]1[CH:11]=[CH:12][C:13]([C:24]([F:27])([F:26])[F:25])=[C:14]([C:16]2[CH:21]=[CH:20][N:19]=[C:18]([C:22]#[N:23])[CH:17]=2)[CH:15]=1.